This data is from Peptide-MHC class I binding affinity with 185,985 pairs from IEDB/IMGT. The task is: Regression. Given a peptide amino acid sequence and an MHC pseudo amino acid sequence, predict their binding affinity value. This is MHC class I binding data. (1) The peptide sequence is LKNSHQDLW. The MHC is Mamu-B17 with pseudo-sequence Mamu-B17. The binding affinity (normalized) is 0.539. (2) The peptide sequence is CVADYSVLY. The MHC is HLA-A29:02 with pseudo-sequence HLA-A29:02. The binding affinity (normalized) is 0.982. (3) The peptide sequence is SVVNARLRAK. The MHC is HLA-A11:01 with pseudo-sequence HLA-A11:01. The binding affinity (normalized) is 0.584.